Dataset: Reaction yield outcomes from USPTO patents with 853,638 reactions. Task: Predict the reaction yield, written as a fraction of the theoretical maximum amount of product (1.0 means a 100% yield; for example, 0.34 means a 34% yield). (1) The reactants are [CH2:1]([N:8]1[CH2:13][CH2:12][N:11]([C:14]2[CH:22]=[CH:21][CH:20]=[C:19]3[C:15]=2[CH:16]=[N:17][NH:18]3)[CH2:10][CH2:9]1)[C:2]1[CH:7]=[CH:6][CH:5]=[CH:4][CH:3]=1.[H-].[Na+].[C:25]1([S:31]([Cl:34])(=[O:33])=[O:32])[CH:30]=[CH:29][CH:28]=[CH:27][CH:26]=1.C([O-])(O)=O.[Na+]. The catalyst is CN(C)C=O.O. The product is [ClH:34].[CH2:1]([N:8]1[CH2:13][CH2:12][N:11]([C:14]2[CH:22]=[CH:21][CH:20]=[C:19]3[C:15]=2[CH:16]=[N:17][N:18]3[S:31]([C:25]2[CH:30]=[CH:29][CH:28]=[CH:27][CH:26]=2)(=[O:33])=[O:32])[CH2:10][CH2:9]1)[C:2]1[CH:3]=[CH:4][CH:5]=[CH:6][CH:7]=1. The yield is 0.910. (2) The reactants are Br[CH:2]1[CH2:8][CH2:7][CH2:6][C:5]2[CH:9]=[C:10]([N:13]3[CH2:17][C@H:16]([CH2:18][NH:19][C:20](=[O:22])[CH3:21])[O:15][C:14]3=[O:23])[CH:11]=[CH:12][C:4]=2[C:3]1=O.[CH3:25][O:26][CH2:27][CH2:28][CH2:29][NH:30][C:31](=S)[NH:32][NH2:33]. No catalyst specified. The product is [CH3:25][O:26][CH2:27][CH2:28][CH2:29][NH:30][C:31]1[C:2]2[CH2:8][CH2:7][CH2:6][C:5]3[CH:9]=[C:10]([N:13]4[CH2:17][C@H:16]([CH2:18][NH:19][C:20](=[O:22])[CH3:21])[O:15][C:14]4=[O:23])[CH:11]=[CH:12][C:4]=3[C:3]=2[NH:33][N:32]=1. The yield is 0.500. (3) The reactants are [F:1][C:2]1[CH:10]=[C:9]2[C:5]([C:6]([C:12]3[O:13][C:14]4[CH:20]=[C:19]([CH2:21][C:22]([O:24]C)=[O:23])[CH:18]=[CH:17][C:15]=4[N:16]=3)=[CH:7][N:8]2[CH3:11])=[CH:4][CH:3]=1.C1COCC1.[OH-].[Na+]. The catalyst is Cl. The product is [F:1][C:2]1[CH:10]=[C:9]2[C:5]([C:6]([C:12]3[O:13][C:14]4[CH:20]=[C:19]([CH2:21][C:22]([OH:24])=[O:23])[CH:18]=[CH:17][C:15]=4[N:16]=3)=[CH:7][N:8]2[CH3:11])=[CH:4][CH:3]=1. The yield is 0.870. (4) The reactants are [F:1][C:2]1[CH:11]=[C:10]([NH:12][S:13]([C:16]2[CH:21]=[CH:20][C:19]([C:22]3[CH:23]=[N:24][C:25]([CH:28]4[CH2:33][CH2:32][O:31][CH2:30][CH2:29]4)=[N:26][CH:27]=3)=[CH:18][CH:17]=2)(=[O:15])=[O:14])[C:9]([F:34])=[CH:8][C:3]=1[C:4]([O:6]C)=[O:5].[OH-].[Li+].Cl. The catalyst is CO. The product is [F:1][C:2]1[CH:11]=[C:10]([NH:12][S:13]([C:16]2[CH:21]=[CH:20][C:19]([C:22]3[CH:23]=[N:24][C:25]([CH:28]4[CH2:33][CH2:32][O:31][CH2:30][CH2:29]4)=[N:26][CH:27]=3)=[CH:18][CH:17]=2)(=[O:15])=[O:14])[C:9]([F:34])=[CH:8][C:3]=1[C:4]([OH:6])=[O:5]. The yield is 0.880. (5) The reactants are [CH2:1]1[CH:6]2[CH2:7][C:8]3([NH2:11])[CH2:10][CH:4]([CH2:5]2)[CH2:3][CH:2]1[CH2:9]3.Br[CH2:13][CH:14]1[O:18][N:17]=[C:16]([C:19]2[CH:24]=[CH:23][CH:22]=[CH:21][CH:20]=2)[CH2:15]1. No catalyst specified. The product is [C:19]1([C:16]2[CH2:15][CH:14]([CH2:13][NH:11][C:8]34[CH2:10][CH:4]5[CH2:5][CH:6]([CH2:1][CH:2]([CH2:3]5)[CH2:9]3)[CH2:7]4)[O:18][N:17]=2)[CH:20]=[CH:21][CH:22]=[CH:23][CH:24]=1. The yield is 0.800. (6) The reactants are [OH:1][C:2]1[CH:11]=[C:10]2[C:5]([C:6]([CH3:21])=[C:7]([C:13]3[CH:18]=[CH:17][C:16]([O:19][CH3:20])=[CH:15][CH:14]=3)[C:8](=[O:12])[O:9]2)=[CH:4][CH:3]=1.[I-].[N:23]1([C:33](N2C=C[N+](C)=C2)=[O:34])[C:32]2[C:27](=[CH:28][CH:29]=[CH:30][CH:31]=2)[CH2:26][CH2:25][CH2:24]1. No catalyst specified. The product is [CH3:20][O:19][C:16]1[CH:17]=[CH:18][C:13]([C:7]2[C:8](=[O:12])[O:9][C:10]3[C:5]([C:6]=2[CH3:21])=[CH:4][CH:3]=[C:2]([O:1][C:33]([N:23]2[C:32]4[C:27](=[CH:28][CH:29]=[CH:30][CH:31]=4)[CH2:26][CH2:25][CH2:24]2)=[O:34])[CH:11]=3)=[CH:14][CH:15]=1. The yield is 0.590. (7) The reactants are [C:1]([C:5]1[S:9]/[C:8](=[N:10]\[C:11]([C:13]2[CH:26]=[C:25]([C:27]([F:30])([F:29])[F:28])[CH:24]=[CH:23][C:14]=2[CH2:15][N:16]2[CH2:19][CH:18]([C:20]([OH:22])=[O:21])[CH2:17]2)=[O:12])/[N:7]([CH2:31][CH2:32][CH2:33][CH3:34])[N:6]=1)([CH3:4])([CH3:3])[CH3:2].[N+](=[CH:37][Si](C)(C)C)=[N-]. The catalyst is CO. The product is [CH2:31]([N:7]1[N:6]=[C:5]([C:1]([CH3:4])([CH3:3])[CH3:2])[S:9]/[C:8]/1=[N:10]\[C:11]([C:13]1[CH:26]=[C:25]([C:27]([F:30])([F:29])[F:28])[CH:24]=[CH:23][C:14]=1[CH2:15][N:16]1[CH2:19][CH:18]([C:20]([O:22][CH3:37])=[O:21])[CH2:17]1)=[O:12])[CH2:32][CH2:33][CH3:34]. The yield is 0.830.